From a dataset of Experimentally validated miRNA-target interactions with 360,000+ pairs, plus equal number of negative samples. Binary Classification. Given a miRNA mature sequence and a target amino acid sequence, predict their likelihood of interaction. (1) The miRNA is hsa-miR-6874-3p with sequence CAGUUCUGCUGUUCUGACUCUAG. The protein sequence of the target gene is MDGFCDQQVPFMVPGKSRSEDCRGRPLIDRKRKFVDTDLAHDSEELFQDLSQLQEAWLAEAQVPDDEQFVPDFQSDNLVLHAPPPTKIKRELHSPSSELSSCSHEQALGAKYGEKCLYNYCAYDRKPPSGFKPLTPPATPLSPTHQNSLFPPPQATLPTSGLTPGAGPVQGVGPAPTPHSLPEPGSQQQTFAVPRPPHQPLQMPKMMPESQYPSEQRFQRQLSEPSHPFPPQSGVPGDSRPSYHRQMSEPIVPAAPPPLQGFKQEYHDPLYEHGVPGMPGPPAHGFQSPMGIKQEPRDYC.... Result: 0 (no interaction). (2) The miRNA is hsa-miR-548aj-5p with sequence UGCAAAAGUAAUUGCAGUUUUUG. The protein sequence of the target gene is MGPDRVTARELCENDDLATSLVLDPYLGFRTHKMNVSPVPPLRRQQHLRSALETFLRQRDLEAAYRALTLGGWTARYFQSRGPRQEAALKTHVYRYLRAFLPESGFTILPCTRYSMETNGAKIVSTRAWKKNEKLELLVGCIAELREADEGLLRAGENDFSIMYSTRKRSAQLWLGPAAFINHDCKPNCKFVPADGNAACVKVLRDIEPGDEVTCFYGEGFFGEKNEHCECHTCERKGEGAFRTRPREPALPPRPLDKYQLRETKRRLQQGLDSGSRQGLLGPRACVHPSPLRRDPFCAA.... Result: 0 (no interaction). (3) The miRNA is hsa-miR-6744-3p with sequence GGGCCUCUCUUGUCAUCCUGCAG. The protein sequence of the target gene is MAALLRAVRRFRGKAVWERPLHGLWCCSGQEDPKRWVGSSSPISKEKLPNAETEKFWMFYRFDAIRTFGFLSRLKLAQTALTVVALPPGYYLYSQGLLTLNTVCLMSGISGFALTMLCWMSYFLRRLVGILYLNESGTMLRVAHLNFWGWRQDTYCPMADVIPLTETKDRPQEMFVRIQRYSGKQTFYVTLRYGRILDRERFTQVFGVHQMLK. Result: 1 (interaction). (4) The miRNA is hsa-miR-301b-3p with sequence CAGUGCAAUGAUAUUGUCAAAGC. The protein sequence of the target gene is MATVPELNCEMPPFDSDENDLFFEVDGPQKMKGCFQTFDLGCPDESIQLQISQQHINKSFRQAVSLIVAVEKLWQLPVSFPWTFQDEDMSTFFSFIFEEEPILCDSWDDDDNLLVCDVPIRQLHYRLRDEQQKSLVLSDPYELKALHLNGQNINQQVIFSMSFVQGEPSNDKIPVALGLKGKNLYLSCVMKDGTPTLQLESVDPKQYPKKKMEKRFVFNKIEVKSKVEFESAEFPNWYISTSQAEHKPVFLGNNSGQDIIDFTMESVSS. Result: 0 (no interaction). (5) The miRNA is hsa-miR-335-5p with sequence UCAAGAGCAAUAACGAAAAAUGU. The protein sequence of the target gene is MGPPLPLLLLLLLLLPPRVLPAAPSSVPRGRQLPGRLGCLLEEGLCGASEACVNDGVFGRCQKVPAMDFYRYEVSPVALQRLRVALQKLSGTGFTWQDDYTQYVMDQELADLPKTYLRRPEASSPARPSKHSVGSERRYSREGGAALANALRRHLPFLEALSQAPASDVLARTHTAQDRPPAEGDDRFSESILTYVAHTSALTYPPGSRTQLREDLLPRTLGQLQPDELSPKVDSGVDRHHLMAALSAYAAQRPPAPPGEGSLEPQYLLRAPSRMPRPLLAPAAPQKWPSPLGDSEDPSS.... Result: 1 (interaction). (6) The miRNA is hsa-miR-377-5p with sequence AGAGGUUGCCCUUGGUGAAUUC. The protein sequence of the target gene is MNNEEDLLQEDSTRDEGNETEANSMNTLRRTRKKVTKPYVCSTEVGETDMSNSNDCMRDSSQILTPPQLSSRMKHIRQAMAKNRLQFVRFEATDLHGVSRSKTIPAHFFQEKVSHGVCMPRGYLEVIPNPKDNEMNNIRATCFNSDIVLMPELSTFRVLPWADRTARVICDTFTVTGEPLLTSPRYIAKRQLSHLQASGFSLLSAFIYDFCIFGVPEILNSKIISFPALTFLNNHDQPFMQELVDGLYHTGANVESFSSSTRPGQMEISFLPEFGISSADNAFTLRTGVKEVARKYNYIA.... Result: 1 (interaction).